The task is: Predict the product of the given reaction.. This data is from Forward reaction prediction with 1.9M reactions from USPTO patents (1976-2016). (1) Given the reactants C1(N(CCO)C(C2C(OCC3C=CC=CC=3)=C(O)N=C(CC3(N4C5=NC=CC=C5C=C4)CCCC3)N=2)=O)CC1.[Si]([O:47][CH2:48][CH2:49][N:50]([CH:83]1[CH2:86][CH2:85][CH2:84]1)[C:51]([C:53]1[C:58]([O:59][CH2:60][C:61]2[CH:66]=[CH:65][CH:64]=[CH:63][CH:62]=2)=[C:57]([OH:67])[N:56]=[C:55]([CH2:68][C:69]2([N:74]3[C:78]4=[N:79][CH:80]=[CH:81][CH:82]=[C:77]4[CH:76]=[CH:75]3)[CH2:73][CH2:72][CH2:71][CH2:70]2)[N:54]=1)=[O:52])(C(C)(C)C)(C)C, predict the reaction product. The product is: [CH:83]1([N:50]([CH2:49][CH2:48][OH:47])[C:51]([C:53]2[C:58]([O:59][CH2:60][C:61]3[CH:62]=[CH:63][CH:64]=[CH:65][CH:66]=3)=[C:57]([OH:67])[N:56]=[C:55]([CH2:68][C:69]3([N:74]4[C:78]5=[N:79][CH:80]=[CH:81][CH:82]=[C:77]5[CH:76]=[CH:75]4)[CH2:73][CH2:72][CH2:71][CH2:70]3)[N:54]=2)=[O:52])[CH2:86][CH2:85][CH2:84]1. (2) Given the reactants [Br:1][C:2]1[C:3](F)=[C:4]([CH:7]=[CH:8][CH:9]=1)[CH:5]=[O:6].[NH:11]1[CH2:16][CH2:15][O:14][CH2:13][CH2:12]1.C([O-])([O-])=O.[K+].[K+], predict the reaction product. The product is: [Br:1][C:2]1[CH:3]=[C:4]([CH:7]=[CH:8][C:9]=1[N:11]1[CH2:16][CH2:15][O:14][CH2:13][CH2:12]1)[CH:5]=[O:6]. (3) Given the reactants C([O:3][C:4](=[O:23])[C:5]([CH3:22])([O:14][C:15]1[CH:20]=[CH:19][C:18]([CH3:21])=[CH:17][CH:16]=1)[CH2:6][C:7]1[CH:12]=[CH:11][C:10](O)=[CH:9][CH:8]=1)C.[CH:24]1([C:30]2[O:31][C:32]([CH3:48])=[C:33]([CH2:35][CH2:36][O:37]S(C3C=CC(C)=CC=3)(=O)=O)[N:34]=2)[CH2:29][CH2:28][CH2:27][CH2:26][CH2:25]1, predict the reaction product. The product is: [CH:24]1([C:30]2[O:31][C:32]([CH3:48])=[C:33]([CH2:35][CH2:36][O:37][C:10]3[CH:9]=[CH:8][C:7]([CH2:6][C:5]([CH3:22])([O:14][C:15]4[CH:20]=[CH:19][C:18]([CH3:21])=[CH:17][CH:16]=4)[C:4]([OH:23])=[O:3])=[CH:12][CH:11]=3)[N:34]=2)[CH2:25][CH2:26][CH2:27][CH2:28][CH2:29]1.